Task: Predict the product of the given reaction.. Dataset: Forward reaction prediction with 1.9M reactions from USPTO patents (1976-2016) (1) Given the reactants Cl[C:2]1[C:7]([I:8])=[C:6]([C:9]([F:12])([F:11])[F:10])[N:5]=[C:4]([S:13][CH:14]([CH3:16])[CH3:15])[N:3]=1.[F:17][C:18]([F:30])([F:29])[C:19]1[C:23]([C:24]([O:26][CH2:27][CH3:28])=[O:25])=[CH:22][NH:21][N:20]=1.N12CCCN=C1CCCCC2.O, predict the reaction product. The product is: [I:8][C:7]1[C:2]([N:21]2[CH:22]=[C:23]([C:24]([O:26][CH2:27][CH3:28])=[O:25])[C:19]([C:18]([F:17])([F:29])[F:30])=[N:20]2)=[N:3][C:4]([S:13][CH:14]([CH3:16])[CH3:15])=[N:5][C:6]=1[C:9]([F:12])([F:11])[F:10]. (2) Given the reactants [CH2:1]([O:3][C:4]([C@@H:6]1[CH2:11][C:10]([C:12]2[CH:17]=[CH:16][C:15]([O:18][CH3:19])=[CH:14][CH:13]=2)=[CH:9][CH2:8][N:7]1[C:20]1[CH:25]=[CH:24][C:23]([O:26][CH3:27])=[CH:22][CH:21]=1)=[O:5])[CH3:2].B.[O:29]1CCCC1, predict the reaction product. The product is: [CH2:1]([O:3][C:4]([C@@H:6]1[CH2:11][C@H:10]([C:12]2[CH:17]=[CH:16][C:15]([O:18][CH3:19])=[CH:14][CH:13]=2)[C@@H:9]([OH:29])[CH2:8][N:7]1[C:20]1[CH:21]=[CH:22][C:23]([O:26][CH3:27])=[CH:24][CH:25]=1)=[O:5])[CH3:2]. (3) Given the reactants [Cl:1][C:2]1[CH:7]=[CH:6][C:5]([CH:8]([C:38]2[CH:43]=[CH:42][C:41]([Cl:44])=[CH:40][CH:39]=2)[C:9]2[CH:10]=[C:11]3[C:16](=[CH:17][CH:18]=2)[N:15]=[C:14]([O:19][CH2:20][CH2:21][CH2:22][C:23]([OH:25])=O)[N:13]=[C:12]3[NH:26][CH2:27][C:28]2[CH:33]=[CH:32][C:31]([C:34]([F:37])([F:36])[F:35])=[CH:30][CH:29]=2)=[CH:4][CH:3]=1.[NH4+].[Cl-].C[N:48](C(ON1N=NC2C=CC=NC1=2)=[N+](C)C)C.F[P-](F)(F)(F)(F)F.CCN(C(C)C)C(C)C, predict the reaction product. The product is: [Cl:44][C:41]1[CH:40]=[CH:39][C:38]([CH:8]([C:5]2[CH:6]=[CH:7][C:2]([Cl:1])=[CH:3][CH:4]=2)[C:9]2[CH:10]=[C:11]3[C:16](=[CH:17][CH:18]=2)[N:15]=[C:14]([O:19][CH2:20][CH2:21][CH2:22][C:23]([NH2:48])=[O:25])[N:13]=[C:12]3[NH:26][CH2:27][C:28]2[CH:29]=[CH:30][C:31]([C:34]([F:35])([F:37])[F:36])=[CH:32][CH:33]=2)=[CH:43][CH:42]=1.